Dataset: Reaction yield outcomes from USPTO patents with 853,638 reactions. Task: Predict the reaction yield, written as a fraction of the theoretical maximum amount of product (1.0 means a 100% yield; for example, 0.34 means a 34% yield). (1) The reactants are [CH3:1][O:2][C:3]1[CH:4]=[C:5]2[C:10](=[CH:11][C:12]=1[O:13][CH3:14])[N:9]=[CH:8][CH:7]=[C:6]2[O:15][C:16]1[C:22]([CH3:23])=[CH:21][C:19]([NH2:20])=[C:18]([CH3:24])[CH:17]=1.Cl[C:26](Cl)([O:28][C:29](=[O:35])OC(Cl)(Cl)Cl)Cl.[CH:37]1(CO)[CH2:40][CH2:39][CH2:38]1.C(=O)(O)[O-].[Na+]. The catalyst is C(Cl)Cl.C(N(CC)CC)C.C1(C)C=CC=CC=1. The product is [CH3:1][O:2][C:3]1[CH:4]=[C:5]2[C:10](=[CH:11][C:12]=1[O:13][CH3:14])[N:9]=[CH:8][CH:7]=[C:6]2[O:15][C:16]1[C:22]([CH3:23])=[CH:21][C:19]([NH:20][C:29](=[O:35])[O:28][CH2:26][CH:37]2[CH2:40][CH2:39][CH2:38]2)=[C:18]([CH3:24])[CH:17]=1. The yield is 0.860. (2) The reactants are [CH2:1]([N:8]1[C:16]2[C:15](=[O:17])[N:14]([CH2:18][CH2:19][CH2:20][OH:21])[C:13](=[O:22])[NH:12][C:11]=2[N:10]=[C:9]1[O:23][C:24]1[CH:29]=[CH:28][CH:27]=[C:26]([O:30][C:31]([F:34])([F:33])[F:32])[CH:25]=1)[C:2]1[CH:7]=[CH:6][CH:5]=[CH:4][CH:3]=1.I[CH2:36][CH3:37].C(=O)([O-])[O-].[K+].[K+]. The catalyst is CN(C=O)C. The product is [CH2:1]([N:8]1[C:16]2[C:15](=[O:17])[N:14]([CH2:18][CH2:19][CH2:20][OH:21])[C:13](=[O:22])[N:12]([CH2:36][CH3:37])[C:11]=2[N:10]=[C:9]1[O:23][C:24]1[CH:29]=[CH:28][CH:27]=[C:26]([O:30][C:31]([F:33])([F:32])[F:34])[CH:25]=1)[C:2]1[CH:7]=[CH:6][CH:5]=[CH:4][CH:3]=1. The yield is 0.492. (3) The product is [F:20][C:2]([F:1])([F:19])[O:3][C:4]1[CH:5]=[CH:6][C:7]([C:10]2[CH:18]=[CH:17][CH:16]=[C:15]3[C:11]=2[CH2:12][C:13](=[O:44])[NH:14]3)=[CH:8][CH:9]=1. The yield is 0.390. The reactants are [F:1][C:2]([F:20])([F:19])[O:3][C:4]1[CH:9]=[CH:8][C:7]([C:10]2[CH:18]=[CH:17][CH:16]=[C:15]3[C:11]=2[CH:12]=[CH:13][NH:14]3)=[CH:6][CH:5]=1.[Br-].[Br-].[Br-].[NH+]1C=CC=CC=1.[NH+]1C=CC=CC=1.[NH+]1C=CC=CC=1.C(O)(=[O:44])C. The catalyst is CC(O)(C)C.C(O)C.C(O)(=O)C.[Zn]. (4) The reactants are [CH3:1][O:2][C:3](=[O:15])[C:4]1[CH:9]=[C:8]([CH2:10][C:11](=[O:13])[CH3:12])[N:7]=[C:6](Cl)[CH:5]=1.C1(P(C2C=CC=CC=2)C2C=CC3C(=CC=CC=3)C=2C2C3C(=CC=CC=3)C=CC=2P(C2C=CC=CC=2)C2C=CC=CC=2)C=CC=CC=1.C(=O)([O-])[O-].[Cs+].[Cs+].[C@@H:68]([NH2:72])([CH2:70][CH3:71])[CH3:69]. The catalyst is C1(C)C=CC=CC=1.C(OCC)C.C([O-])(=O)C.[Pd+2].C([O-])(=O)C. The product is [CH3:1][O:2][C:3](=[O:15])[C:4]1[CH:9]=[C:8]([CH2:10][C:11](=[O:13])[CH3:12])[N:7]=[C:6]([NH:72][C@H:68]([CH2:70][CH3:71])[CH3:69])[CH:5]=1. The yield is 0.220. (5) The reactants are [F:1][C:2]1[CH:7]=[CH:6][C:5]([F:8])=[CH:4][C:3]=1[CH:9]([S:13]([C:16]1[CH:21]=[CH:20][C:19]([CH3:22])=[CH:18][CH:17]=1)(=[O:15])=[O:14])[NH:10][CH:11]=O.P(Cl)(Cl)(Cl)=O.N1C(C)=CC=CC=1C. The catalyst is O1CCCC1. The product is [C:19]1([CH3:22])[CH:18]=[CH:17][C:16]([S:13]([CH:9]([N+:10]#[C-:11])[C:3]2[CH:4]=[C:5]([F:8])[CH:6]=[CH:7][C:2]=2[F:1])(=[O:15])=[O:14])=[CH:21][CH:20]=1. The yield is 0.680.